This data is from Peptide-MHC class I binding affinity with 185,985 pairs from IEDB/IMGT. The task is: Regression. Given a peptide amino acid sequence and an MHC pseudo amino acid sequence, predict their binding affinity value. This is MHC class I binding data. The peptide sequence is LVLQAGFFLL. The MHC is HLA-A02:06 with pseudo-sequence HLA-A02:06. The binding affinity (normalized) is 0.681.